From a dataset of Reaction yield outcomes from USPTO patents with 853,638 reactions. Predict the reaction yield, written as a fraction of the theoretical maximum amount of product (1.0 means a 100% yield; for example, 0.34 means a 34% yield). The reactants are [Cl:1][C:2]1[CH:8]=[C:7]([Cl:9])[CH:6]=[CH:5][C:3]=1[NH2:4].[C:10]1([CH2:16][O:17][C:18]2[CH:19]=[C:20]([CH2:24][C:25](Cl)=[O:26])[CH:21]=[CH:22][CH:23]=2)[CH:15]=[CH:14][CH:13]=[CH:12][CH:11]=1.C(N(CC)CC)C.C(=O)(O)[O-].[Na+]. The yield is 0.700. The product is [Cl:1][C:2]1[CH:8]=[C:7]([Cl:9])[CH:6]=[CH:5][C:3]=1[NH:4][C:25](=[O:26])[CH2:24][C:20]1[CH:21]=[CH:22][CH:23]=[C:18]([O:17][CH2:16][C:10]2[CH:15]=[CH:14][CH:13]=[CH:12][CH:11]=2)[CH:19]=1. The catalyst is ClCCl.